This data is from Reaction yield outcomes from USPTO patents with 853,638 reactions. The task is: Predict the reaction yield, written as a fraction of the theoretical maximum amount of product (1.0 means a 100% yield; for example, 0.34 means a 34% yield). (1) The reactants are Cl.[NH2:2][C:3]1[CH:12]=[C:11]([C:13]2[C:22]3[C:17](=[CH:18][C:19]([O:28][CH2:29][CH3:30])=[C:20]4[O:25][C:24]([CH3:27])([CH3:26])[CH2:23][C:21]4=3)[CH2:16][C:15]([CH3:32])([CH3:31])[N:14]=2)[CH:10]=[CH:9][C:4]=1[C:5]([O:7][CH3:8])=[O:6].[CH3:33][S:34](Cl)(=[O:36])=[O:35]. The catalyst is N1C=CC=CC=1. The product is [CH2:29]([O:28][C:19]1[CH:18]=[C:17]2[C:22](=[C:21]3[CH2:23][C:24]([CH3:27])([CH3:26])[O:25][C:20]=13)[C:13]([C:11]1[CH:10]=[CH:9][C:4]([C:5]([O:7][CH3:8])=[O:6])=[C:3]([NH:2][S:34]([CH3:33])(=[O:36])=[O:35])[CH:12]=1)=[N:14][C:15]([CH3:31])([CH3:32])[CH2:16]2)[CH3:30]. The yield is 0.400. (2) The reactants are [CH3:1][C:2]1([CH3:26])[CH2:6][C:5]2[C:7]([Sn](CCCC)(CCCC)CCCC)=[CH:8][CH:9]=[C:10]([O:11][CH3:12])[C:4]=2[O:3]1.Br[C:28]1[CH:37]=[CH:36][C:31]([C:32]([O:34][CH3:35])=[O:33])=[CH:30][CH:29]=1.C(=O)([O-])[O-].[Na+].[Na+].O. The catalyst is CN(C)C=O.C([O-])(=O)C.[Pd+2].C([O-])(=O)C. The product is [CH3:26][C:2]1([CH3:1])[CH2:6][C:5]2[C:7]([C:28]3[CH:37]=[CH:36][C:31]([C:32]([O:34][CH3:35])=[O:33])=[CH:30][CH:29]=3)=[CH:8][CH:9]=[C:10]([O:11][CH3:12])[C:4]=2[O:3]1. The yield is 0.556. (3) The reactants are CN1C[CH2:6][O:5]CC1.[CH3:8][CH:9]1[CH2:14]C(C)CN[CH2:10]1.[OH2:16].O[N:18]1[C:22]2[CH:23]=[CH:24][CH:25]=[CH:26]C=2N=N1.Cl.CN(C)CCCN=C=NCC. The catalyst is CC(N(C)C)=O. The product is [C:6]([N:18]1[CH2:22][CH2:23][CH2:24][CH2:25][CH2:26]1)([O:5][C:9]([CH3:14])([CH3:10])[CH3:8])=[O:16]. The yield is 0.960. (4) The reactants are [CH3:1][C:2]1([N+:15]([O-])=O)O[CH:3]1[C:5]1[CH:14]=[CH:13][C:8]([C:9]([O:11][CH3:12])=[O:10])=[CH:7][CH:6]=1.[NH2:18][C:19](=[NH:24])[NH:20][C:21](N)=[S:22]. The catalyst is C(O)C. The product is [NH2:24][C:19]([NH:20][C:21]1[S:22][C:3]([C:5]2[CH:14]=[CH:13][C:8]([C:9]([O:11][CH3:12])=[O:10])=[CH:7][CH:6]=2)=[C:2]([CH3:1])[N:15]=1)=[NH:18]. The yield is 0.680. (5) The reactants are [NH2:1][C:2]1[CH:10]=[C:9]([O:11][CH3:12])[CH:8]=[C:7]([O:13][CH3:14])[C:3]=1[C:4]([NH2:6])=[O:5].[CH3:15][S:16]([C:18]1[CH:23]=[CH:22][C:21]([C:24]2[CH:25]=[C:26]([CH:29]=O)[S:27][CH:28]=2)=[CH:20][CH:19]=1)=[O:17].OS([O-])=O.[Na+].O.C1(C)C=CC(S(O)(=O)=O)=CC=1. The catalyst is CN(C)C(=O)C. The product is [CH3:14][O:13][C:7]1[CH:8]=[C:9]([O:11][CH3:12])[CH:10]=[C:2]2[C:3]=1[C:4](=[O:5])[NH:6][C:29]([C:26]1[S:27][CH:28]=[C:24]([C:21]3[CH:20]=[CH:19][C:18]([S:16]([CH3:15])=[O:17])=[CH:23][CH:22]=3)[CH:25]=1)=[N:1]2. The yield is 0.0500.